Dataset: Blood-brain barrier permeability classification from the B3DB database. Task: Regression/Classification. Given a drug SMILES string, predict its absorption, distribution, metabolism, or excretion properties. Task type varies by dataset: regression for continuous measurements (e.g., permeability, clearance, half-life) or binary classification for categorical outcomes (e.g., BBB penetration, CYP inhibition). Dataset: b3db_classification. (1) The molecule is Cc1ccc(S(=O)(=O)[C@@H]2[C@H](c3ccccc3)[C@]2(C=O)NC(=O)OC(C)(C)C)cc1. The result is 1 (penetrates BBB). (2) The drug is CNC1CCN2c3ccccc3CCc3cccc1c32. The result is 1 (penetrates BBB). (3) The drug is FC(F)Oc1ccc(OC(F)(F)F)cc1CNC1CCCNC1c1ccccc1. The result is 1 (penetrates BBB).